Dataset: Forward reaction prediction with 1.9M reactions from USPTO patents (1976-2016). Task: Predict the product of the given reaction. (1) Given the reactants Cl.Cl.[NH2:3][C:4]1[N:9]=[CH:8][C:7]([CH2:10][CH:11]([C:15]2[N:16]=[CH:17][N:18]([CH:20]3[CH2:25][CH2:24][CH2:23][CH2:22][CH2:21]3)[CH:19]=2)[C:12]([OH:14])=[O:13])=[CH:6][CH:5]=1.[CH2:26](O)[CH2:27][OH:28], predict the reaction product. The product is: [NH2:3][C:4]1[N:9]=[CH:8][C:7]([CH2:10][CH:11]([C:15]2[N:16]=[CH:17][N:18]([CH:20]3[CH2:25][CH2:24][CH2:23][CH2:22][CH2:21]3)[CH:19]=2)[C:12]([O:14][CH2:26][CH2:27][OH:28])=[O:13])=[CH:6][CH:5]=1. (2) Given the reactants [Br:1][C:2]1[C:3]([C:16]([F:19])([F:18])[F:17])=[CH:4][C:5]([N+:13]([O-])=O)=[C:6]([N:8]2[CH:12]=[CH:11][N:10]=[CH:9]2)[CH:7]=1.O.O.Cl[Sn]Cl, predict the reaction product. The product is: [Br:1][C:2]1[C:3]([C:16]([F:19])([F:18])[F:17])=[CH:4][C:5]([NH2:13])=[C:6]([N:8]2[CH:12]=[CH:11][N:10]=[CH:9]2)[CH:7]=1. (3) Given the reactants [Br:1][C:2]1[CH2:6][CH:5]([C:7]([O:9]CC)=[O:8])[N:4]([C:12]2[C:17]([Cl:18])=[CH:16][CH:15]=[CH:14][N:13]=2)[N:3]=1.BrC1C=C(C(OCC)=O)N(C2C(Cl)=CC=CN2)N=1, predict the reaction product. The product is: [Br:1][C:2]1[CH:6]=[C:5]([C:7]([OH:9])=[O:8])[N:4]([C:12]2[C:17]([Cl:18])=[CH:16][CH:15]=[CH:14][N:13]=2)[N:3]=1. (4) Given the reactants [C:1]([C:4]1[CH:8]=[C:7]([C:9]([NH:11][CH2:12][C@H:13]([N:15]2[CH:19]=[CH:18][C:17]([C:20]3[CH:25]=[CH:24][C:23]([C:26]#[N:27])=[C:22]([Cl:28])[CH:21]=3)=[N:16]2)[CH3:14])=[O:10])[NH:6][N:5]=1)(=[O:3])[CH3:2].[BH4-].[Na+], predict the reaction product. The product is: [Cl:28][C:22]1[CH:21]=[C:20]([C:17]2[CH:18]=[CH:19][N:15]([C@H:13]([CH3:14])[CH2:12][NH:11][C:9]([C:7]3[NH:6][N:5]=[C:4]([CH:1]([OH:3])[CH3:2])[CH:8]=3)=[O:10])[N:16]=2)[CH:25]=[CH:24][C:23]=1[C:26]#[N:27]. (5) Given the reactants C(OC([N:8]1[CH2:13][CH2:12][N:11]([S:14]([C:17]2[CH:18]=[CH:19][C:20]3[O:29][CH2:28][CH2:27][N:26]4[C:22](=[N:23][C:24]([C:30]5[N:31]([CH:35]([CH3:37])[CH3:36])[N:32]=[CH:33][N:34]=5)=[CH:25]4)[C:21]=3[CH:38]=2)(=[O:16])=[O:15])[CH2:10][CH2:9]1)=O)(C)(C)C.C(O)(C(F)(F)F)=O, predict the reaction product. The product is: [CH:35]([N:31]1[C:30]([C:24]2[N:23]=[C:22]3[N:26]([CH2:27][CH2:28][O:29][C:20]4[CH:19]=[CH:18][C:17]([S:14]([N:11]5[CH2:10][CH2:9][NH:8][CH2:13][CH2:12]5)(=[O:15])=[O:16])=[CH:38][C:21]=43)[CH:25]=2)=[N:34][CH:33]=[N:32]1)([CH3:37])[CH3:36]. (6) Given the reactants [F:1][C:2]1[CH:29]=[CH:28][C:5]([CH2:6][C:7]2O[C:9](/[CH:12]=[CH:13]/[C:14]3[CH:19]=[CH:18][C:17]([N:20]4[CH:24]=[C:23]([CH3:25])[N:22]=[CH:21]4)=[C:16]([O:26][CH3:27])[CH:15]=3)=[N:10][N:11]=2)=[CH:4][CH:3]=1.C([O-])(=O)C.[NH4+:34], predict the reaction product. The product is: [F:1][C:2]1[CH:29]=[CH:28][C:5]([CH2:6][C:7]2[NH:34][C:9](/[CH:12]=[CH:13]/[C:14]3[CH:19]=[CH:18][C:17]([N:20]4[CH:24]=[C:23]([CH3:25])[N:22]=[CH:21]4)=[C:16]([O:26][CH3:27])[CH:15]=3)=[N:10][N:11]=2)=[CH:4][CH:3]=1. (7) Given the reactants Br[C:2]1[CH:3]=[C:4]([CH:7]=[CH:8][C:9]=1[CH:10]1[NH:15][C:14](=[O:16])[N:13]([C:17]2[CH:22]=[CH:21][CH:20]=[C:19]([C:23]([F:26])([F:25])[F:24])[CH:18]=2)[C:12]2[CH2:27][CH2:28][NH:29][C:30](=[O:31])[C:11]1=2)[C:5]#[N:6].C1(S(C(C2C=CC(C#N)=CC=2Br)NC(=O)OC(C)(C)C)(=O)=O)C=CC=CC=1.C1(S(C(C2C=CC(C#N)=CC=2[C:85]([F:88])([F:87])[F:86])NC(=O)OC(C)(C)C)(=O)=O)C=CC=CC=1, predict the reaction product. The product is: [O:16]=[C:14]1[N:13]([C:17]2[CH:22]=[CH:21][CH:20]=[C:19]([C:23]([F:25])([F:24])[F:26])[CH:18]=2)[C:12]2[CH2:27][CH2:28][NH:29][C:30](=[O:31])[C:11]=2[CH:10]([C:9]2[CH:8]=[CH:7][C:4]([C:5]#[N:6])=[CH:3][C:2]=2[C:85]([F:88])([F:87])[F:86])[NH:15]1. (8) Given the reactants [CH:1]([Si:4]([CH:23]([CH3:25])[CH3:24])([CH:20]([CH3:22])[CH3:21])[O:5][C:6]1[CH:15]=[C:14]2[C:9]([CH:10]=[CH:11][CH:12]=[C:13]2[CH2:16][C:17]([OH:19])=O)=[CH:8][CH:7]=1)([CH3:3])[CH3:2].[Cl:26][C:27]1[CH:33]=[CH:32][C:30]([NH2:31])=[CH:29][C:28]=1[C:34]([F:37])([F:36])[F:35].CN(C)CCCN=C=NCC.C(OC(=O)C)C, predict the reaction product. The product is: [Cl:26][C:27]1[CH:33]=[CH:32][C:30]([NH:31][C:17](=[O:19])[CH2:16][C:13]2[C:14]3[C:9](=[CH:8][CH:7]=[C:6]([O:5][Si:4]([CH:23]([CH3:24])[CH3:25])([CH:1]([CH3:2])[CH3:3])[CH:20]([CH3:22])[CH3:21])[CH:15]=3)[CH:10]=[CH:11][CH:12]=2)=[CH:29][C:28]=1[C:34]([F:35])([F:36])[F:37]. (9) Given the reactants Cl[C:2]1[CH:7]=[C:6]([O:8][CH2:9][C:10]([F:13])([F:12])[F:11])[C:5]([Cl:14])=[CH:4][N:3]=1.[C:15]([Zn]C#N)#[N:16], predict the reaction product. The product is: [Cl:14][C:5]1[C:6]([O:8][CH2:9][C:10]([F:13])([F:12])[F:11])=[CH:7][C:2]([C:15]#[N:16])=[N:3][CH:4]=1.